This data is from Retrosynthesis with 50K atom-mapped reactions and 10 reaction types from USPTO. The task is: Predict the reactants needed to synthesize the given product. (1) Given the product Nc1ccc(C(=O)N2CCc3cccn3-c3ccccc32)c(Cl)c1, predict the reactants needed to synthesize it. The reactants are: O=C(c1ccc([N+](=O)[O-])cc1Cl)N1CCc2cccn2-c2ccccc21. (2) Given the product CCOC(=O)C(C)(C)Oc1ccc(CCN(Cc2ccc(C(F)(F)F)cc2)c2ccc([N+](=O)[O-])cn2)cc1, predict the reactants needed to synthesize it. The reactants are: CCOC(=O)C(C)(C)Oc1ccc(CCNCc2ccc(C(F)(F)F)cc2)cc1.O=[N+]([O-])c1ccc(Cl)nc1. (3) Given the product COC(=O)[C@H](Cc1ccccc1)NC(=O)c1ccc(O)c(C=O)c1, predict the reactants needed to synthesize it. The reactants are: COC(=O)[C@@H](N)Cc1ccccc1.O=Cc1cc(C(=O)O)ccc1O. (4) Given the product OC(CNc1ccc2ncc(-c3cc4ccccc4o3)n2n1)c1ccc(F)cc1, predict the reactants needed to synthesize it. The reactants are: Clc1ccc2ncc(-c3cc4ccccc4o3)n2n1.NCC(O)c1ccc(F)cc1.